From a dataset of Catalyst prediction with 721,799 reactions and 888 catalyst types from USPTO. Predict which catalyst facilitates the given reaction. (1) Reactant: [F:1][C:2]([F:14])([F:13])[C:3]([C:5]1[CH:6]=[C:7]([C:10]([OH:12])=O)[S:8][CH:9]=1)=[O:4].C1C=CC2N(O)N=NC=2C=1.CCN=C=NCCCN(C)C.[CH3:36][O:37][C:38]1[CH:45]=[CH:44][C:41]([CH2:42][NH2:43])=[CH:40][CH:39]=1. The catalyst class is: 3. Product: [CH3:36][O:37][C:38]1[CH:45]=[CH:44][C:41]([CH2:42][NH:43][C:10]([C:7]2[S:8][CH:9]=[C:5]([C:3](=[O:4])[C:2]([F:1])([F:14])[F:13])[CH:6]=2)=[O:12])=[CH:40][CH:39]=1. (2) Reactant: C([O:3][C:4]([C:6]1([NH:15][C:16](=[O:29])[C:17]2[CH:22]=[CH:21][CH:20]=[C:19]([CH3:23])[C:18]=2[C:24]2[CH2:28][CH2:27][CH2:26][CH:25]=2)[CH2:14][C:13]2[C:8](=[CH:9][CH:10]=[CH:11][CH:12]=2)[CH2:7]1)=[O:5])C.[OH-].[K+].O. Product: [C:24]1([C:18]2[C:19]([CH3:23])=[CH:20][CH:21]=[CH:22][C:17]=2[C:16]([NH:15][C:6]2([C:4]([OH:5])=[O:3])[CH2:7][C:8]3[C:13](=[CH:12][CH:11]=[CH:10][CH:9]=3)[CH2:14]2)=[O:29])[CH2:28][CH2:27][CH2:26][CH:25]=1. The catalyst class is: 14. (3) Reactant: C(=O)([O-])[O-].[K+].[K+].[NH:7]1[CH2:11][CH2:10][CH2:9][CH2:8]1.[I-].[K+].[Cl:14][C:15]1[CH:32]=[CH:31][C:18]([CH2:19][N:20]2[C:24]3[CH:25]=[CH:26][CH:27]=[CH:28][C:23]=3[N:22]=[C:21]2[CH2:29]Cl)=[CH:17][CH:16]=1. Product: [Cl:14][C:15]1[CH:32]=[CH:31][C:18]([CH2:19][N:20]2[C:24]3[CH:25]=[CH:26][CH:27]=[CH:28][C:23]=3[N:22]=[C:21]2[CH2:29][N:7]2[CH2:11][CH2:10][CH2:9][CH2:8]2)=[CH:17][CH:16]=1. The catalyst class is: 10. (4) Reactant: I[C:2]1[C:3]([O:21][CH2:22][C:23]([F:26])([F:25])[F:24])=[N:4][CH:5]=[C:6]([CH:20]=1)[C:7]([NH:9][CH2:10][C:11]1[O:15][N:14]=[C:13]([C:16]([F:19])([F:18])[F:17])[N:12]=1)=[O:8].C(=O)([O-])[O-].[K+].[K+].CC1(C)C(C)(C)OB([C:41]2[CH2:42][CH2:43][O:44][CH2:45][CH:46]=2)O1. Product: [O:44]1[CH2:43][CH:42]=[C:41]([C:2]2[C:3]([O:21][CH2:22][C:23]([F:26])([F:25])[F:24])=[N:4][CH:5]=[C:6]([CH:20]=2)[C:7]([NH:9][CH2:10][C:11]2[O:15][N:14]=[C:13]([C:16]([F:19])([F:18])[F:17])[N:12]=2)=[O:8])[CH2:46][CH2:45]1. The catalyst class is: 151.